Dataset: Peptide-MHC class I binding affinity with 185,985 pairs from IEDB/IMGT. Task: Regression. Given a peptide amino acid sequence and an MHC pseudo amino acid sequence, predict their binding affinity value. This is MHC class I binding data. (1) The peptide sequence is RVMANNVKK. The MHC is HLA-A03:01 with pseudo-sequence HLA-A03:01. The binding affinity (normalized) is 0.737. (2) The peptide sequence is YFHKRDMRL. The MHC is HLA-A11:01 with pseudo-sequence HLA-A11:01. The binding affinity (normalized) is 0.0847.